This data is from Forward reaction prediction with 1.9M reactions from USPTO patents (1976-2016). The task is: Predict the product of the given reaction. Given the reactants C(OC(=O)[NH:7][C:8]1[CH:13]=[C:12]([N:14]([CH3:16])[CH3:15])[C:11]([Cl:17])=[CH:10][C:9]=1[NH:18][C:19](=[O:42])[CH2:20][C:21](=O)[C:22]1[CH:27]=[CH:26][CH:25]=[C:24]([N:28]2[CH:32]=[C:31]([CH2:33][O:34]C3CCCCO3)[CH:30]=[N:29]2)[CH:23]=1)(C)(C)C.C(O)(C(F)(F)F)=O, predict the reaction product. The product is: [Cl:17][C:11]1[C:12]([N:14]([CH3:16])[CH3:15])=[CH:13][C:8]2[N:7]=[C:21]([C:22]3[CH:27]=[CH:26][CH:25]=[C:24]([N:28]4[CH:32]=[C:31]([CH2:33][OH:34])[CH:30]=[N:29]4)[CH:23]=3)[CH2:20][C:19](=[O:42])[NH:18][C:9]=2[CH:10]=1.